Predict the reaction yield, written as a fraction of the theoretical maximum amount of product (1.0 means a 100% yield; for example, 0.34 means a 34% yield). From a dataset of Reaction yield outcomes from USPTO patents with 853,638 reactions. The reactants are C([BH3-])#N.[Na+].[C:5]([C:7]1[CH:12]=[CH:11][C:10]([NH:13][C:14]([C:16]2[CH:24]=[C:23]3[C:19]([CH:20]=[CH:21][NH:22]3)=[CH:18][CH:17]=2)=[O:15])=[CH:9][C:8]=1[C:25]([F:28])([F:27])[F:26])#[N:6].[OH-].[NH4+]. The catalyst is C(O)(=O)C.O.ClCCl. The product is [C:5]([C:7]1[CH:12]=[CH:11][C:10]([NH:13][C:14]([C:16]2[CH:24]=[C:23]3[C:19]([CH2:20][CH2:21][NH:22]3)=[CH:18][CH:17]=2)=[O:15])=[CH:9][C:8]=1[C:25]([F:28])([F:26])[F:27])#[N:6]. The yield is 0.730.